From a dataset of Forward reaction prediction with 1.9M reactions from USPTO patents (1976-2016). Predict the product of the given reaction. (1) Given the reactants [C:1]([NH:4][C:5]1[S:6][C:7]([C:14]2[CH:19]=[CH:18][CH:17]=[CH:16][CH:15]=2)=[C:8]([C:10](OC)=[O:11])[N:9]=1)(=[O:3])[CH3:2].[H-].[Al+3].[Li+].[H-].[H-].[H-], predict the reaction product. The product is: [CH:10]([C:8]1[N:9]=[C:5]([NH:4][C:1](=[O:3])[CH3:2])[S:6][C:7]=1[C:14]1[CH:19]=[CH:18][CH:17]=[CH:16][CH:15]=1)=[O:11]. (2) The product is: [OH:25][C:22]1[CH:23]=[CH:24][C:19]([C:10]2[CH:11]=[CH:12][C:13]([CH2:15][CH2:16][C:17]#[N:18])=[CH:14][C:9]=2[CH2:5][CH:6]([CH3:7])[CH3:8])=[CH:20][C:21]=1[CH2:27][C:28]1[C:37]2[C:32](=[CH:33][CH:34]=[CH:35][CH:36]=2)[CH:31]=[CH:30][CH:29]=1. Given the reactants B(Br)(Br)Br.[CH2:5]([C:9]1[CH:14]=[C:13]([CH2:15][CH2:16][C:17]#[N:18])[CH:12]=[CH:11][C:10]=1[C:19]1[CH:24]=[CH:23][C:22]([O:25]C)=[C:21]([CH2:27][C:28]2[C:37]3[C:32](=[CH:33][CH:34]=[CH:35][CH:36]=3)[CH:31]=[CH:30][CH:29]=2)[CH:20]=1)[CH:6]([CH3:8])[CH3:7].O, predict the reaction product.